From a dataset of Catalyst prediction with 721,799 reactions and 888 catalyst types from USPTO. Predict which catalyst facilitates the given reaction. (1) Reactant: [OH:1][C:2]1[CH:7]=[CH:6][C:5]([C:8](=[O:10])[CH3:9])=[CH:4][C:3]=1[CH3:11].CI.[C:14](=O)([O-])[O-].[K+].[K+]. The catalyst class is: 21. Product: [CH3:14][O:1][C:2]1[CH:7]=[CH:6][C:5]([C:8](=[O:10])[CH3:9])=[CH:4][C:3]=1[CH3:11]. (2) Reactant: N#N.[NH:3]1[C:7]2[CH:8]=[CH:9][CH:10]=[CH:11][C:6]=2[N:5]=[C:4]1[CH:12]([NH2:26])[CH2:13][C:14]1[C:19]([F:20])=[C:18]([F:21])[C:17]([O:22][CH3:23])=[C:16]([F:24])[C:15]=1[F:25].[C:27](N1C=CN=C1)(N1C=CN=C1)=[O:28].O. Product: [F:25][C:15]1[C:16]([F:24])=[C:17]([O:22][CH3:23])[C:18]([F:21])=[C:19]([F:20])[C:14]=1[CH2:13][CH:12]1[C:4]2=[N:5][C:6]3[CH:11]=[CH:10][CH:9]=[CH:8][C:7]=3[N:3]2[C:27](=[O:28])[NH:26]1. The catalyst class is: 721.